This data is from Experimental lipophilicity measurements (octanol/water distribution) for 4,200 compounds from AstraZeneca. The task is: Regression/Classification. Given a drug SMILES string, predict its absorption, distribution, metabolism, or excretion properties. Task type varies by dataset: regression for continuous measurements (e.g., permeability, clearance, half-life) or binary classification for categorical outcomes (e.g., BBB penetration, CYP inhibition). For this dataset (lipophilicity_astrazeneca), we predict Y. (1) The Y is 0.910 logD. The molecule is FC(F)(F)c1nnc2ccc(-n3ccnc3)nn12. (2) The compound is N#Cc1cnn2c(N)cc(-c3ccccc3)nc12. The Y is 2.48 logD. (3) The compound is CCCNC(=O)c1nnc2c(-c3cc(C)ccc3OC)cccc2c1N. The Y is 3.99 logD. (4) The molecule is COc1cc2c(Nc3ccc(F)c(Cl)c3)c(C(N)=O)cnc2cc1OCCN(C)CCO. The Y is 3.20 logD. (5) The compound is CCOc1cc(-c2cccc3c(=O)cc(N4CCOCC4)oc23)ccc1NC(=O)CN1CCOCC1. The Y is 2.80 logD. (6) The compound is O=c1cc(-c2cccnc2)[nH]c2cc(C(O)c3ccccc3)ccc12. The Y is 2.27 logD. (7) The molecule is CCN(C(=O)Cc1ccc(S(C)(=O)=O)cc1)C1CCN(CC[C@H](c2ccc(S(C)(=O)=O)cc2)c2cc(F)cc(F)c2)CC1. The Y is 2.20 logD.